From a dataset of Forward reaction prediction with 1.9M reactions from USPTO patents (1976-2016). Predict the product of the given reaction. (1) Given the reactants [H-].[H-].[H-].[H-].[Li+].[Al+3].[C:7]1([C:13](=[C:29]2[CH2:34][C:33]([CH3:36])([CH3:35])[CH2:32][C:31]([CH3:38])([CH3:37])[CH2:30]2)[C:14]2[CH:19]=[CH:18][C:17]([O:20][CH2:21][CH2:22][CH2:23][C:24](OCC)=[O:25])=[CH:16][CH:15]=2)[CH:12]=[CH:11][CH:10]=[CH:9][CH:8]=1, predict the reaction product. The product is: [C:7]1([C:13](=[C:29]2[CH2:34][C:33]([CH3:36])([CH3:35])[CH2:32][C:31]([CH3:38])([CH3:37])[CH2:30]2)[C:14]2[CH:19]=[CH:18][C:17]([O:20][CH2:21][CH2:22][CH2:23][CH2:24][OH:25])=[CH:16][CH:15]=2)[CH:8]=[CH:9][CH:10]=[CH:11][CH:12]=1. (2) Given the reactants [CH:1]12[CH2:7][CH:4]([CH2:5][CH2:6]1)[CH:3]=[CH:2]2.[C:8]([O:13][CH3:14])(=[O:12])[C:9]([CH3:11])=[CH2:10].CC(N=NC(C#N)(C)C)(C#N)C.CC[Al](Cl)CC.CC[Al](Cl)Cl.Cl.CO, predict the reaction product. The product is: [CH:1]12[CH2:7][CH:4]([CH2:5][CH2:6]1)[CH:3]=[CH:2]2.[C:8]([O:13][CH3:14])(=[O:12])[C:9]([CH3:11])=[CH2:10].